From a dataset of Reaction yield outcomes from USPTO patents with 853,638 reactions. Predict the reaction yield, written as a fraction of the theoretical maximum amount of product (1.0 means a 100% yield; for example, 0.34 means a 34% yield). The reactants are [CH3:1][C:2]1[O:6][N:5]=[C:4]([C:7]2[CH:12]=[CH:11][N:10]=[CH:9][N:8]=2)[C:3]=1[CH2:13][O:14][C:15]1[CH:23]=[CH:22][C:18]([C:19]([OH:21])=O)=[CH:17][N:16]=1.[NH:24]1[CH2:29][CH2:28][O:27][CH2:26][CH2:25]1. No catalyst specified. The product is [CH3:1][C:2]1[O:6][N:5]=[C:4]([C:7]2[CH:12]=[CH:11][N:10]=[CH:9][N:8]=2)[C:3]=1[CH2:13][O:14][C:15]1[N:16]=[CH:17][C:18]([C:19]([N:24]2[CH2:29][CH2:28][O:27][CH2:26][CH2:25]2)=[O:21])=[CH:22][CH:23]=1. The yield is 0.700.